From a dataset of KCNQ2 potassium channel screen with 302,405 compounds. Binary Classification. Given a drug SMILES string, predict its activity (active/inactive) in a high-throughput screening assay against a specified biological target. (1) The drug is O=C(NC(C)(C)C)C[N+]=1CCc2c(C1C)cccc2. The result is 0 (inactive). (2) The drug is Clc1ccc(NC(=O)CSc2cc3OCCOc3cc2)nc1. The result is 0 (inactive). (3) The molecule is S(=O)(=O)(N1CCN=C1SCc1cccnc1)c1ccccc1. The result is 0 (inactive). (4) The compound is S=C(NN(C(C)C)C)Nc1ccccc1. The result is 0 (inactive). (5) The drug is O(c1cc(ccc1)/C=N\NC(=O)c1cc(OC)c(O)cc1)c1ccccc1. The result is 0 (inactive). (6) The molecule is O=C(N1CC(CC(C1)C)C)c1cc2[nH]cnc2cc1. The result is 0 (inactive). (7) The drug is S(=O)(=O)(NC(Cc1[nH]cnc1)C(O)=O)c1ccc(OC)cc1. The result is 0 (inactive).